Dataset: Drug-target binding data from BindingDB using IC50 measurements. Task: Regression. Given a target protein amino acid sequence and a drug SMILES string, predict the binding affinity score between them. We predict pIC50 (pIC50 = -log10(IC50 in M); higher means more potent). Dataset: bindingdb_ic50. (1) The drug is CS(=O)(=O)c1ccccc1CCCCCCC(=O)c1ncc(-c2ccccn2)o1. The target protein sequence is MWLFDLVLTSLATSMAWGYPSLPPVVDTVQGKVLGKYVSLEGFAQPVAVFLGVPFAKPPLGPLRFAPPQAAEPWNFVKNTTSYPPMCSQDAVGGQVLSELFTNRKDNIPLKFSEDCLYLNIYTPADLTKNSRLPVMVWIHGGGLVVGGASTYDGLALSAHENVVVVTIQYRLGIWGFFSTGDEHGRGNWGHLDQLAALRWVQENIANFGGNPGSVTIFGESAGGESVSVLVLSPLAKNLFHRAISESGVALTAALVKKDMKDTAQQIAVFAGCKSTTSAVLVHCLRQKTEDELLEVSLKLKFFTLDLLGDPRESYPFLPTVVDGVLLPKMPQEILAEKKFNSVPYIIGINKQEFGWLLPMMMGYPLSEDKLDQKTASSLLWKSYPIANIPEELTPLASEKYLGGTDDPVKKKALFLDMLGDVVFGVPSVTVARHHRDAGAPTYMYEFQYHPSFSSDMKPQTVVGDHGDELFSVFGAPFLKGGASEEEIRLSKMMMKLWAN.... The pIC50 is 5.5. (2) The small molecule is Nc1ncnc2c1ncn2[C@@H]1O[C@H](CSCC[C@H](N)C(=O)NCc2cc(-c3ccccc3)[nH]n2)[C@@H](O)[C@H]1O. The target protein (Q03164) has sequence MAHSCRWRFPARPGTTGGGGGGGRRGLGGAPRQRVPALLLPPGPPVGGGGPGAPPSPPAVAAAAAAAGSSGAGVPGGAAAASAASSSSASSSSSSSSSASSGPALLRVGPGFDAALQVSAAIGTNLRRFRAVFGESGGGGGSGEDEQFLGFGSDEEVRVRSPTRSPSVKTSPRKPRGRPRSGSDRNSAILSDPSVFSPLNKSETKSGDKIKKKDSKSIEKKRGRPPTFPGVKIKITHGKDISELPKGNKEDSLKKIKRTPSATFQQATKIKKLRAGKLSPLKSKFKTGKLQIGRKGVQIVRRRGRPPSTERIKTPSGLLINSELEKPQKVRKDKEGTPPLTKEDKTVVRQSPRRIKPVRIIPSSKRTDATIAKQLLQRAKKGAQKKIEKEAAQLQGRKVKTQVKNIRQFIMPVVSAISSRIIKTPRRFIEDEDYDPPIKIARLESTPNSRFSAPSCGSSEKSSAASQHSSQMSSDSSRSSSPSVDTSTDSQASEEIQVLP.... The pIC50 is 4.7. (3) The drug is C1=CC2C3C4C1C1C2C2C3C3CNCC3C4C12. The target protein sequence is MSLLTEVETPIRNEWGCRCNDSSDPLVVAASIIGILHLILWILDRLFFKCIYRFFEHGLKRGPSTEGVPESMREEYRKEQQSAVDADDSHFVSIEL. The pIC50 is 5.6.